From a dataset of Reaction yield outcomes from USPTO patents with 853,638 reactions. Predict the reaction yield, written as a fraction of the theoretical maximum amount of product (1.0 means a 100% yield; for example, 0.34 means a 34% yield). (1) The reactants are [CH3:1][C:2]1[CH:7]=[CH:6][C:5]([NH:8][C:9]2[S:10][CH:11]=[CH:12][N:13]=2)=[CH:4][C:3]=1[OH:14].C([O-])([O-])=O.[Cs+].[Cs+].[O:21]1[CH:25]=[CH:24][CH:23]=[C:22]1[CH2:26]Br.CCOCC. The catalyst is CC(C)=O. The product is [O:21]1[CH:25]=[CH:24][CH:23]=[C:22]1[CH2:26][O:14][C:3]1[CH:4]=[C:5]([NH:8][C:9]2[S:10][CH:11]=[CH:12][N:13]=2)[CH:6]=[CH:7][C:2]=1[CH3:1]. The yield is 0.360. (2) The reactants are Br[C:2]1[N:6]2[N:7]=[C:8]([NH:11][CH2:12][CH2:13][N:14]([CH2:17][CH3:18])[CH2:15][CH3:16])[CH:9]=[CH:10][C:5]2=[N:4][CH:3]=1.[CH:19](/B(O)O)=[CH:20]\[CH2:21][CH2:22][CH2:23][CH3:24].[ClH:28]. The catalyst is CCOCC. The product is [ClH:28].[CH2:15]([N:14]([CH2:17][CH3:18])[CH2:13][CH2:12][NH:11][C:8]1[CH:9]=[CH:10][C:5]2[N:6]([C:2](/[CH:19]=[CH:20]/[CH2:21][CH2:22][CH2:23][CH3:24])=[CH:3][N:4]=2)[N:7]=1)[CH3:16]. The yield is 0.590. (3) The reactants are Cl.C(OC([N:9]([CH2:20][C:21]1[CH:26]=[CH:25][C:24]([O:27][CH3:28])=[CH:23][CH:22]=1)[S:10]([NH:13][CH2:14][C:15]([O:17][CH2:18][CH3:19])=[O:16])(=[O:12])=[O:11])=O)CCC. The catalyst is CO. The product is [CH3:28][O:27][C:24]1[CH:23]=[CH:22][C:21]([CH2:20][NH:9][S:10]([NH:13][CH2:14][C:15]([O:17][CH2:18][CH3:19])=[O:16])(=[O:11])=[O:12])=[CH:26][CH:25]=1. The yield is 0.700. (4) The catalyst is C(O)C.O.[Fe]. The yield is 0.190. The reactants are [CH:1]([CH:4]1[O:17][CH2:16][C:15]2[C:14]3[C:9](=[CH:10][CH:11]=[C:12]([N+:18]([O-])=O)[CH:13]=3)[C:8](=[O:21])[NH:7][C:6]=2[CH2:5]1)([CH3:3])[CH3:2].[Cl-].[NH4+]. The product is [NH2:18][C:12]1[CH:13]=[C:14]2[C:9](=[CH:10][CH:11]=1)[C:8](=[O:21])[NH:7][C:6]1[CH2:5][CH:4]([CH:1]([CH3:3])[CH3:2])[O:17][CH2:16][C:15]2=1. (5) The reactants are [N:1]1([C:6]2[N:11]=[C:10]([NH:12][C:13]([C:15]3[C:19]4[N:20]=[C:21](Cl)[N:22]=[CH:23][C:18]=4[S:17][CH:16]=3)=[O:14])[CH:9]=[CH:8][CH:7]=2)[CH:5]=[CH:4][NH:3][NH:2]1.[NH2:25][C@@H:26]1[CH2:31][CH2:30][O:29][CH2:28][C@@H:27]1[NH:32][C:33](=[O:39])[O:34][C:35]([CH3:38])([CH3:37])[CH3:36].CCN(C(C)C)C(C)C. The catalyst is O1CCOCC1.CCOC(C)=O. The product is [N:1]1([C:6]2[N:11]=[C:10]([NH:12][C:13]([C:15]3[C:19]4[N:20]=[C:21]([NH:25][C@@H:26]5[CH2:31][CH2:30][O:29][CH2:28][C@@H:27]5[NH:32][C:33](=[O:39])[O:34][C:35]([CH3:37])([CH3:36])[CH3:38])[N:22]=[CH:23][C:18]=4[S:17][CH:16]=3)=[O:14])[CH:9]=[CH:8][CH:7]=2)[CH:5]=[CH:4][NH:3][NH:2]1. The yield is 0.323. (6) The reactants are Cl[S:2]([C:5]1[CH:6]=[C:7]2[C:11](=[CH:12][CH:13]=1)[NH:10][C:9](=[O:14])[CH2:8]2)(=[O:4])=[O:3].[CH:15]([NH2:18])([CH3:17])[CH3:16].N1C=CC=CC=1. The catalyst is ClCCl. The product is [CH:15]([NH:18][S:2]([C:5]1[CH:6]=[C:7]2[C:11](=[CH:12][CH:13]=1)[NH:10][C:9](=[O:14])[CH2:8]2)(=[O:4])=[O:3])([CH3:17])[CH3:16]. The yield is 0.450. (7) The reactants are [CH2:1]1[C:7]2[CH:8]=[CH:9][C:10]([O:12][C:13]3[CH:21]=[CH:20][C:16]([C:17]([NH2:19])=[O:18])=[CH:15][N:14]=3)=[CH:11][C:6]=2[CH2:5][CH2:4][CH2:3][NH:2]1.[C:22]([O-])([O-])=O.[K+].[K+].BrC[CH2:30][CH2:31][CH:32]([CH3:34])[CH3:33]. The catalyst is CN(C=O)C. The product is [CH3:34][CH:32]([CH2:31][CH3:30])[CH2:33][CH2:22][N:2]1[CH2:3][CH2:4][CH2:5][C:6]2[CH:11]=[C:10]([O:12][C:13]3[CH:21]=[CH:20][C:16]([C:17]([NH2:19])=[O:18])=[CH:15][N:14]=3)[CH:9]=[CH:8][C:7]=2[CH2:1]1. The yield is 0.600. (8) The product is [C:13]([O:17][C:18](=[O:19])[NH:20][CH2:21][CH2:22][CH:23]([C:27]1[CH:32]=[CH:31][C:30]([Cl:33])=[C:29]([Cl:34])[CH:28]=1)[C:24](=[O:25])[NH:1][C:2]1[CH:11]=[C:10]2[C:5]([C:6](=[O:12])[NH:7][CH:8]=[N:9]2)=[CH:4][CH:3]=1)([CH3:16])([CH3:14])[CH3:15]. The yield is 0.110. The catalyst is CN(C)C1C=CN=CC=1.CN(C)C=O. The reactants are [NH2:1][C:2]1[CH:11]=[C:10]2[C:5]([C:6](=[O:12])[NH:7][CH:8]=[N:9]2)=[CH:4][CH:3]=1.[C:13]([O:17][C:18]([NH:20][CH2:21][CH2:22][CH:23]([C:27]1[CH:32]=[CH:31][C:30]([Cl:33])=[C:29]([Cl:34])[CH:28]=1)[C:24](O)=[O:25])=[O:19])([CH3:16])([CH3:15])[CH3:14].Cl.CN(C)CCCN=C=NCC. (9) The reactants are CC([O-])(C)C.[K+].CC1C=CC(S([CH2:17][N+:18]#[C-])(=O)=O)=CC=1.[F:20][C:21]1[CH:22]=[C:23]([CH:26]=[CH:27][C:28]=1[O:29][CH3:30])[CH:24]=O.CO. The catalyst is C1COCC1.O. The product is [F:20][C:21]1[CH:22]=[C:23]([CH2:24][C:17]#[N:18])[CH:26]=[CH:27][C:28]=1[O:29][CH3:30]. The yield is 0.580. (10) The reactants are [CH2:1]([C:3]1[N:15]([C@@H:16]2[C:24]3[C:19](=[CH:20][C:21]([C:25]4[CH:30]=[CH:29][CH:28]=[CH:27][C:26]=4[C:31]4[N:35]([C:36]([C:49]5[CH:54]=[CH:53][CH:52]=[CH:51][CH:50]=5)([C:43]5[CH:48]=[CH:47][CH:46]=[CH:45][CH:44]=5)[C:37]5[CH:42]=[CH:41][CH:40]=[CH:39][CH:38]=5)[N:34]=[N:33][N:32]=4)=[CH:22][CH:23]=3)[CH2:18][CH2:17]2)[C:6]2=[N:7][C:8]([CH2:12][CH2:13][OH:14])=[CH:9][C:10]([CH3:11])=[C:5]2[N:4]=1)[CH3:2].[H-].[Na+].[CH3:57]I. The catalyst is C1COCC1. The product is [CH2:1]([C:3]1[N:15]([C@@H:16]2[C:24]3[C:19](=[CH:20][C:21]([C:25]4[CH:30]=[CH:29][CH:28]=[CH:27][C:26]=4[C:31]4[N:35]([C:36]([C:43]5[CH:44]=[CH:45][CH:46]=[CH:47][CH:48]=5)([C:37]5[CH:38]=[CH:39][CH:40]=[CH:41][CH:42]=5)[C:49]5[CH:54]=[CH:53][CH:52]=[CH:51][CH:50]=5)[N:34]=[N:33][N:32]=4)=[CH:22][CH:23]=3)[CH2:18][CH2:17]2)[C:6]2=[N:7][C:8]([CH2:12][CH2:13][O:14][CH3:57])=[CH:9][C:10]([CH3:11])=[C:5]2[N:4]=1)[CH3:2]. The yield is 0.263.